This data is from Reaction yield outcomes from USPTO patents with 853,638 reactions. The task is: Predict the reaction yield, written as a fraction of the theoretical maximum amount of product (1.0 means a 100% yield; for example, 0.34 means a 34% yield). (1) The reactants are [CH:1]([N:3]([CH2:12][C@@H:13]([CH2:34][CH2:35][CH2:36][CH3:37])[C:14]([N:16]1[C@H:20]([C:21](O)=[O:22])[CH2:19][CH2:18][N:17]1[C:24]([O:26][CH2:27][C:28]1[CH:33]=[CH:32][CH:31]=[CH:30][CH:29]=1)=[O:25])=[O:15])[O:4][CH2:5][C:6]1[CH:11]=[CH:10][CH:9]=[CH:8][CH:7]=1)=[O:2].[N:38]1[CH:43]=[CH:42][CH:41]=[CH:40][C:39]=1[NH2:44].ClC1N=C(OC)N=C(OC)N=1.CN1CCOCC1. The catalyst is C(#N)C.C(OCC)(=O)C. The product is [CH:1]([N:3]([CH2:12][C@@H:13]([CH2:34][CH2:35][CH2:36][CH3:37])[C:14]([N:16]1[C@H:20]([C:21]([NH:44][C:39]2[CH:40]=[CH:41][CH:42]=[CH:43][N:38]=2)=[O:22])[CH2:19][CH2:18][N:17]1[C:24]([O:26][CH2:27][C:28]1[CH:29]=[CH:30][CH:31]=[CH:32][CH:33]=1)=[O:25])=[O:15])[O:4][CH2:5][C:6]1[CH:11]=[CH:10][CH:9]=[CH:8][CH:7]=1)=[O:2]. The yield is 0.700. (2) The reactants are [O:1]1[C:5]2[CH:6]=[CH:7][CH:8]=[C:9]([C:10](=[O:12])[CH3:11])[C:4]=2[O:3][CH2:2]1.[Br:13]CC(C1C=C(Cl)C=CC=1Cl)=O. No catalyst specified. The product is [O:1]1[C:5]2[CH:6]=[CH:7][CH:8]=[C:9]([C:10](=[O:12])[CH2:11][Br:13])[C:4]=2[O:3][CH2:2]1. The yield is 0.480. (3) The reactants are C([Li])(C)(C)C.[Cl:6][C:7]1[CH:12]=[CH:11][C:10]([Cl:13])=[CH:9][N:8]=1.[N:14]1[CH:19]=[CH:18][C:17]([CH:20]=[O:21])=[CH:16][CH:15]=1.O. The catalyst is CCOCC.CO.C(Cl)Cl. The product is [Cl:13][C:10]1[C:9]([CH:20]([C:17]2[CH:18]=[CH:19][N:14]=[CH:15][CH:16]=2)[OH:21])=[N:8][C:7]([Cl:6])=[CH:12][CH:11]=1. The yield is 0.470. (4) The reactants are [CH:1]1[CH:6]=[CH:5][C:4]([CH2:7][C:8]2[CH:13]=[CH:12][C:11]([NH2:14])=[CH:10][CH:9]=2)=[CH:3][CH:2]=1.C(=O)([O-])[O-].[K+].[K+].Cl[C:22]1[N:30]=[CH:29][C:28]([F:31])=[CH:27][C:23]=1[C:24]([OH:26])=[O:25]. The catalyst is CN(C)C=O.C(OCC)(=O)C.[Cu].[Cu]Br. The product is [CH2:7]([C:8]1[CH:9]=[CH:10][C:11]([NH:14][C:22]2[N:30]=[CH:29][C:28]([F:31])=[CH:27][C:23]=2[C:24]([OH:26])=[O:25])=[CH:12][CH:13]=1)[C:4]1[CH:3]=[CH:2][CH:1]=[CH:6][CH:5]=1. The yield is 0.820. (5) The reactants are [F:1][C:2]1[CH:7]=[CH:6][C:5]([C:8](=[O:38])[CH2:9][N:10]2[C:15](=[O:16])[C:14]([CH2:17][C:18]3[CH:23]=[CH:22][C:21]([C:24]4[C:25]([C:30]#[N:31])=[CH:26][CH:27]=[CH:28][CH:29]=4)=[CH:20][CH:19]=3)=[C:13]([CH2:32][CH2:33][CH3:34])[N:12]3[N:35]=[CH:36][N:37]=[C:11]23)=[CH:4][CH:3]=1.[BH4-].[Na+]. The catalyst is CO. The product is [F:1][C:2]1[CH:7]=[CH:6][C:5]([CH:8]([OH:38])[CH2:9][N:10]2[C:15](=[O:16])[C:14]([CH2:17][C:18]3[CH:23]=[CH:22][C:21]([C:24]4[C:25]([C:30]#[N:31])=[CH:26][CH:27]=[CH:28][CH:29]=4)=[CH:20][CH:19]=3)=[C:13]([CH2:32][CH2:33][CH3:34])[N:12]3[N:35]=[CH:36][N:37]=[C:11]23)=[CH:4][CH:3]=1. The yield is 1.00. (6) The catalyst is O. The yield is 0.900. The product is [NH2:1][CH:4]([C:6]1[C:11]([C:12]2[CH:17]=[CH:16][CH:15]=[CH:14][CH:13]=2)=[N:10][N:9]([CH:18]([CH3:20])[CH3:19])[C:8](=[O:21])[CH:7]=1)[CH3:5]. The reactants are [N:1]([CH:4]([C:6]1[C:11]([C:12]2[CH:17]=[CH:16][CH:15]=[CH:14][CH:13]=2)=[N:10][N:9]([CH:18]([CH3:20])[CH3:19])[C:8](=[O:21])[CH:7]=1)[CH3:5])=[N+]=[N-]. (7) The reactants are I[CH3:2].[I:3][C:4]1[CH:5]=[C:6]([C:10]2[N:14]=[C:13]([CH:15]3[CH2:20][O:19][CH2:18][CH2:17][N:16]3[C:21](=[S:24])[NH:22][CH3:23])[O:12][N:11]=2)[CH:7]=[CH:8][CH:9]=1. The catalyst is CO. The product is [I:3][C:4]1[CH:5]=[C:6]([C:10]2[N:14]=[C:13]([CH:15]3[CH2:20][O:19][CH2:18][CH2:17][N:16]3[C:21]([S:24][CH3:2])=[N:22][CH3:23])[O:12][N:11]=2)[CH:7]=[CH:8][CH:9]=1. The yield is 0.960. (8) The reactants are [Br:1][C:2]1[CH:7]=[CH:6][C:5](I)=[CH:4][CH:3]=1.C1C=CC2C(C3C(O)=CC=C4C=3C=CC=C4)=C(O)C=CC=2C=1.[O-]P([O-])([O-])=O.[K+].[K+].[K+].[CH3:39][C@H:40]1[CH2:45][NH:44][CH2:43][C@@H:42]([CH3:46])[NH:41]1. The catalyst is CCOC(C)=O.[Cu]I.CN(C=O)C. The product is [Br:1][C:2]1[CH:7]=[CH:6][C:5]([N:44]2[CH2:43][C@H:42]([CH3:46])[NH:41][C@H:40]([CH3:39])[CH2:45]2)=[CH:4][CH:3]=1. The yield is 0.590.